Dataset: NCI-60 drug combinations with 297,098 pairs across 59 cell lines. Task: Regression. Given two drug SMILES strings and cell line genomic features, predict the synergy score measuring deviation from expected non-interaction effect. (1) Drug 1: CCCS(=O)(=O)NC1=C(C(=C(C=C1)F)C(=O)C2=CNC3=C2C=C(C=N3)C4=CC=C(C=C4)Cl)F. Drug 2: C1=CC(=CC=C1CCCC(=O)O)N(CCCl)CCCl. Cell line: SF-268. Synergy scores: CSS=39.4, Synergy_ZIP=7.45, Synergy_Bliss=2.43, Synergy_Loewe=-48.4, Synergy_HSA=0.137. (2) Drug 1: CCCS(=O)(=O)NC1=C(C(=C(C=C1)F)C(=O)C2=CNC3=C2C=C(C=N3)C4=CC=C(C=C4)Cl)F. Drug 2: COCCOC1=C(C=C2C(=C1)C(=NC=N2)NC3=CC=CC(=C3)C#C)OCCOC.Cl. Cell line: MDA-MB-231. Synergy scores: CSS=5.75, Synergy_ZIP=6.49, Synergy_Bliss=4.60, Synergy_Loewe=0.525, Synergy_HSA=2.54. (3) Drug 1: C1=NC2=C(N=C(N=C2N1C3C(C(C(O3)CO)O)F)Cl)N. Drug 2: C1=CC=C(C(=C1)C(C2=CC=C(C=C2)Cl)C(Cl)Cl)Cl. Cell line: MCF7. Synergy scores: CSS=-0.951, Synergy_ZIP=0.551, Synergy_Bliss=-0.562, Synergy_Loewe=0.0872, Synergy_HSA=-2.05. (4) Drug 1: CC(C1=C(C=CC(=C1Cl)F)Cl)OC2=C(N=CC(=C2)C3=CN(N=C3)C4CCNCC4)N. Drug 2: CCC(=C(C1=CC=CC=C1)C2=CC=C(C=C2)OCCN(C)C)C3=CC=CC=C3.C(C(=O)O)C(CC(=O)O)(C(=O)O)O. Cell line: EKVX. Synergy scores: CSS=5.31, Synergy_ZIP=-2.40, Synergy_Bliss=0.640, Synergy_Loewe=0.0823, Synergy_HSA=0.641.